From a dataset of Catalyst prediction with 721,799 reactions and 888 catalyst types from USPTO. Predict which catalyst facilitates the given reaction. (1) Reactant: [N:1]1[CH:2]=[CH:3][N:4]2[C:9]=1[CH:8]=[CH:7][C:6]([O:10][C:11]1[CH:17]=[CH:16][C:14]([NH2:15])=[CH:13][CH:12]=1)=[N:5]2.[C:18](Cl)(=[O:25])[C:19]1[CH:24]=[CH:23][CH:22]=[CH:21][CH:20]=1. Product: [N:1]1[CH:2]=[CH:3][N:4]2[C:9]=1[CH:8]=[CH:7][C:6]([O:10][C:11]1[CH:17]=[CH:16][C:14]([NH:15][C:18](=[O:25])[C:19]3[CH:24]=[CH:23][CH:22]=[CH:21][CH:20]=3)=[CH:13][CH:12]=1)=[N:5]2. The catalyst class is: 60. (2) Reactant: [NH:1]([C:10]([O:12][CH2:13][CH:14]1[C:26]2[C:21](=[CH:22][CH:23]=[CH:24][CH:25]=2)[C:20]2[C:15]1=[CH:16][CH:17]=[CH:18][CH:19]=2)=[O:11])[C@@H:2]([C:7](O)=[O:8])[CH2:3][CH:4]([CH3:6])[CH3:5].C1CCC(N=C=NC2CCCCC2)CC1.ON1C(=O)CCC1=O.[NH2:50][C@H:51]([C:56]([OH:58])=[O:57])[CH2:52][CH:53]([CH3:55])[CH3:54]. Product: [NH:1]([C:10]([O:12][CH2:13][CH:14]1[C:26]2[C:21](=[CH:22][CH:23]=[CH:24][CH:25]=2)[C:20]2[C:15]1=[CH:16][CH:17]=[CH:18][CH:19]=2)=[O:11])[C@@H:2]([C:7]([NH:50][C@H:51]([C:56]([OH:58])=[O:57])[CH2:52][CH:53]([CH3:55])[CH3:54])=[O:8])[CH2:3][CH:4]([CH3:6])[CH3:5]. The catalyst class is: 554. (3) Reactant: [O:1]=[C:2]1[C:10](=[O:11])[C:9]2[C:4](=[C:5]([C:12]([OH:14])=O)[CH:6]=[CH:7][CH:8]=2)[NH:3]1.[CH2:15]([NH2:27])[CH2:16][CH2:17][CH2:18][CH2:19][CH2:20][CH2:21][CH2:22][CH2:23][CH2:24][CH2:25][CH3:26].CCN=C=NCCCN(C)C.Cl.C1C=CC2N(O)N=NC=2C=1. Product: [CH2:15]([NH:27][C:12]([C:5]1[CH:6]=[CH:7][CH:8]=[C:9]2[C:4]=1[NH:3][C:2](=[O:1])[C:10]2=[O:11])=[O:14])[CH2:16][CH2:17][CH2:18][CH2:19][CH2:20][CH2:21][CH2:22][CH2:23][CH2:24][CH2:25][CH3:26]. The catalyst class is: 3. (4) Reactant: [CH2:1]([N:8]([CH3:17])[C:9]([C:11]1[S:12][C:13](Br)=[CH:14][CH:15]=1)=[O:10])[C:2]1[CH:7]=[CH:6][CH:5]=[CH:4][CH:3]=1.[CH3:18][O:19][C:20]1[CH:25]=[CH:24][CH:23]=[CH:22][C:21]=1B(O)O. Product: [CH2:1]([N:8]([CH3:17])[C:9]([C:11]1[S:12][C:13]([C:21]2[CH:22]=[CH:23][CH:24]=[CH:25][C:20]=2[O:19][CH3:18])=[CH:14][CH:15]=1)=[O:10])[C:2]1[CH:7]=[CH:6][CH:5]=[CH:4][CH:3]=1. The catalyst class is: 492. (5) Reactant: [C:1]([C:3]1[CH:23]=[CH:22][C:6]([CH2:7][NH:8][C:9](=[O:21])[CH:10]([C:13]2[CH:18]=[CH:17][C:16]([OH:19])=[CH:15][C:14]=2[F:20])[O:11][CH3:12])=[CH:5][CH:4]=1)#[N:2].I[CH2:25][CH:26]([CH3:28])[CH3:27].C(=O)([O-])[O-].[Cs+].[Cs+]. Product: [C:1]([C:3]1[CH:4]=[CH:5][C:6]([CH2:7][NH:8][C:9](=[O:21])[CH:10]([C:13]2[CH:18]=[CH:17][C:16]([O:19][CH2:25][CH:26]([CH3:28])[CH3:27])=[CH:15][C:14]=2[F:20])[O:11][CH3:12])=[CH:22][CH:23]=1)#[N:2]. The catalyst class is: 3. (6) Reactant: C([C@@H:8]1[CH2:12]OC(=O)[N:9]1[C:14](=[O:35])[C@H:15]([CH2:19][C:20]1[C:25]([Cl:26])=[CH:24][C:23]([C:27]2[CH:32]=[CH:31][C:30]([F:33])=[CH:29][CH:28]=2)=[CH:22][C:21]=1[Cl:34])CC=O)C1C=CC=CC=1.[NH:36]1[C:44]2[CH2:43][CH2:42][C@H:41](N)[CH2:40][C:39]=2[CH:38]=[N:37]1.C(O[BH-](OC(=O)C)OC(=O)C)(=O)C.[Na+]. Product: [Cl:34][C:21]1[CH:22]=[C:23]([C:27]2[CH:32]=[CH:31][C:30]([F:33])=[CH:29][CH:28]=2)[CH:24]=[C:25]([Cl:26])[C:20]=1[CH2:19][C@@H:15]1[CH2:12][CH2:8][N:9]([C@H:41]2[CH2:42][CH2:43][C:44]3[C:39](=[CH:38][NH:37][N:36]=3)[CH2:40]2)[C:14]1=[O:35]. The catalyst class is: 10. (7) Product: [CH3:1][S:2][C:3]1[C:8]2[CH:9]=[C:10]3[N:11]([C:7]=2[CH:6]=[CH:5][N:4]=1)[CH2:31][CH:30]([C:29]([O:33][CH3:34])=[O:32])[C:12]3=[O:14]. Reactant: [CH3:1][S:2][C:3]1[C:8]2[CH:9]=[C:10]([C:12]([O:14]C)=O)[NH:11][C:7]=2[CH:6]=[CH:5][N:4]=1.C1(C)C=CC=CC=1.CC(C)([O-])C.[K+].[C:29]([O:33][CH3:34])(=[O:32])[CH:30]=[CH2:31]. The catalyst class is: 1. (8) Reactant: [Cl:1][C:2]1[C:11]2[C:6](=[CH:7][C:8]([O:13][CH3:14])=[C:9]([F:12])[CH:10]=2)[CH:5]=[C:4]([OH:15])[N:3]=1.[C:16]([O-])([O-])=O.[K+].[K+].IC. Product: [Cl:1][C:2]1[C:11]2[C:6](=[CH:7][C:8]([O:13][CH3:14])=[C:9]([F:12])[CH:10]=2)[CH:5]=[C:4]([O:15][CH3:16])[N:3]=1. The catalyst class is: 18.